The task is: Regression. Given a peptide amino acid sequence and an MHC pseudo amino acid sequence, predict their binding affinity value. This is MHC class I binding data.. This data is from Peptide-MHC class I binding affinity with 185,985 pairs from IEDB/IMGT. (1) The MHC is HLA-B07:02 with pseudo-sequence HLA-B07:02. The peptide sequence is TPGRYRTAV. The binding affinity (normalized) is 1.00. (2) The peptide sequence is AEIPLQWIA. The MHC is HLA-B44:02 with pseudo-sequence HLA-B44:02. The binding affinity (normalized) is 0.609. (3) The binding affinity (normalized) is 0.786. The peptide sequence is TAVCMKCFK. The MHC is HLA-A11:01 with pseudo-sequence HLA-A11:01. (4) The peptide sequence is SDYFELDTI. The MHC is Mamu-B01 with pseudo-sequence Mamu-B01. The binding affinity (normalized) is 1.00. (5) The peptide sequence is DLEKYNLAF. The MHC is HLA-A02:03 with pseudo-sequence HLA-A02:03. The binding affinity (normalized) is 0.0847. (6) The peptide sequence is FMEMFFDYNK. The MHC is HLA-A33:01 with pseudo-sequence HLA-A33:01. The binding affinity (normalized) is 0.287. (7) The peptide sequence is HPDIVIYQY. The MHC is HLA-B54:01 with pseudo-sequence HLA-B54:01. The binding affinity (normalized) is 0. (8) The peptide sequence is GINKRSTPF. The MHC is HLA-B15:01 with pseudo-sequence HLA-B15:01. The binding affinity (normalized) is 1.00.